This data is from Peptide-MHC class I binding affinity with 185,985 pairs from IEDB/IMGT. The task is: Regression. Given a peptide amino acid sequence and an MHC pseudo amino acid sequence, predict their binding affinity value. This is MHC class I binding data. The peptide sequence is YQVKYVSPV. The MHC is HLA-C14:02 with pseudo-sequence HLA-C14:02. The binding affinity (normalized) is 0.525.